From a dataset of Reaction yield outcomes from USPTO patents with 853,638 reactions. Predict the reaction yield, written as a fraction of the theoretical maximum amount of product (1.0 means a 100% yield; for example, 0.34 means a 34% yield). (1) The reactants are [Br:1][C:2]1[CH:7]=[C:6]([O:8][CH3:9])[CH:5]=[C:4]([O:10][CH3:11])[CH:3]=1.O=P(Cl)(Cl)Cl.CN([CH:20]=[O:21])C. No catalyst specified. The product is [Br:1][C:2]1[CH:3]=[C:4]([O:10][CH3:11])[CH:5]=[C:6]([O:8][CH3:9])[C:7]=1[CH:20]=[O:21]. The yield is 0.790. (2) The reactants are Br[C:2]1[CH:7]=[CH:6][C:5]([Br:8])=[CH:4][CH:3]=1.C([Li])CCC.CON(C)[C:17]([CH:19]1[CH2:24][CH2:23][N:22]([C:25]2[CH:30]=[CH:29][CH:28]=[CH:27][N:26]=2)[CH2:21][CH2:20]1)=[O:18]. The catalyst is C1COCC1. The product is [Br:8][C:5]1[CH:6]=[CH:7][C:2]([C:17]([CH:19]2[CH2:24][CH2:23][N:22]([C:25]3[CH:30]=[CH:29][CH:28]=[CH:27][N:26]=3)[CH2:21][CH2:20]2)=[O:18])=[CH:3][CH:4]=1. The yield is 0.710. (3) The reactants are [CH3:1][O:2][C:3]([C:5]1[S:9][C:8]([NH2:10])=[N:7][CH:6]=1)=[O:4].[C:11]12([C:21](O)=[O:22])[CH2:20][CH:15]3[CH2:16][CH:17]([CH2:19][CH:13]([CH2:14]3)[CH2:12]1)[CH2:18]2. No catalyst specified. The product is [CH3:1][O:2][C:3]([C:5]1[S:9][C:8](=[N:10][C:21]([C:11]23[CH2:20][CH:15]4[CH2:14][CH:13]([CH2:19][CH:17]([CH2:16]4)[CH2:18]2)[CH2:12]3)=[O:22])[NH:7][CH:6]=1)=[O:4]. The yield is 0.490. (4) The reactants are Br[C:2]1[CH:3]=[N:4][CH:5]=[C:6]([Br:9])[C:7]=1[CH3:8].C[C:11]1[CH:19]=[C:18]2[C:14]([CH2:15][NH:16][C:17]2=[O:20])=[CH:13][CH:12]=1.[C:21](=O)([O-])[O-].[K+].[K+].CNCCNC. The catalyst is O1CCOCC1.[Cu]I. The product is [Br:9][C:6]1[C:7]([CH3:8])=[C:2]([N:16]2[CH2:15][C:14]3[C:18](=[CH:19][CH:11]=[C:12]([CH3:21])[CH:13]=3)[C:17]2=[O:20])[CH:3]=[N:4][CH:5]=1. The yield is 0.300.